Dataset: Reaction yield outcomes from USPTO patents with 853,638 reactions. Task: Predict the reaction yield, written as a fraction of the theoretical maximum amount of product (1.0 means a 100% yield; for example, 0.34 means a 34% yield). (1) The reactants are Cl[C:2]1[CH:7]=[C:6]([NH:8][C:9]2[CH:14]=[CH:13][C:12]([CH3:15])=[CH:11][CH:10]=2)[CH:5]=[C:4]([C:16]2[CH:21]=[C:20]([Cl:22])[CH:19]=[CH:18][C:17]=2[O:23][CH3:24])[N:3]=1.[C:25]([NH2:28])(=[O:27])[CH3:26]. The catalyst is [Cu]. The product is [Cl:22][C:20]1[CH:19]=[CH:18][C:17]([O:23][CH3:24])=[C:16]([C:4]2[N:3]=[C:2]([NH:28][C:25](=[O:27])[CH3:26])[CH:7]=[C:6]([NH:8][C:9]3[CH:14]=[CH:13][C:12]([CH3:15])=[CH:11][CH:10]=3)[CH:5]=2)[CH:21]=1. The yield is 0.230. (2) The reactants are C(O[CH:4](OCC)[C:5]1[CH:25]=[CH:24][C:8]([CH2:9][N:10]([CH:18]2[CH2:23][CH2:22][O:21][CH2:20][CH2:19]2)[C:11](=[O:17])[O:12][C:13]([CH3:16])([CH3:15])[CH3:14])=[CH:7][CH:6]=1)C.Cl.[NH2:30][OH:31]. The catalyst is C1COCC1.O.C(Cl)Cl.[Cl-].[Na+].O. The product is [OH:31][N:30]=[CH:4][C:5]1[CH:25]=[CH:24][C:8]([CH2:9][N:10]([CH:18]2[CH2:23][CH2:22][O:21][CH2:20][CH2:19]2)[C:11](=[O:17])[O:12][C:13]([CH3:16])([CH3:15])[CH3:14])=[CH:7][CH:6]=1. The yield is 0.710. (3) The reactants are OS(O)(=O)=O.[NH2:6][C:7]1[CH:8]=[C:9]([CH:13]=[CH:14][CH:15]=1)[C:10]([OH:12])=[O:11].[CH3:16]O. The catalyst is O. The product is [CH3:16][O:11][C:10](=[O:12])[C:9]1[CH:13]=[CH:14][CH:15]=[C:7]([NH2:6])[CH:8]=1. The yield is 0.330. (4) The reactants are C(OC(=O)[NH:7][C@H:8]([CH2:37][C:38]1[CH:43]=[C:42]([F:44])[C:41]([F:45])=[CH:40][C:39]=1[F:46])[CH2:9][C:10]([N:12]1[CH2:17][CH2:16][N:15]2[C:18]([C:33]([F:36])([F:35])[F:34])=[N:19][C:20]([C:21]([N:23]3[CH2:28][CH2:27][N:26]([S:29]([CH3:32])(=[O:31])=[O:30])[CH2:25][CH2:24]3)=[O:22])=[C:14]2[CH2:13]1)=[O:11])(C)(C)C.[ClH:48]. The catalyst is C(OCC)(=O)C. The product is [ClH:48].[NH2:7][C@H:8]([CH2:37][C:38]1[CH:43]=[C:42]([F:44])[C:41]([F:45])=[CH:40][C:39]=1[F:46])[CH2:9][C:10]([N:12]1[CH2:17][CH2:16][N:15]2[C:18]([C:33]([F:36])([F:34])[F:35])=[N:19][C:20]([C:21]([N:23]3[CH2:28][CH2:27][N:26]([S:29]([CH3:32])(=[O:30])=[O:31])[CH2:25][CH2:24]3)=[O:22])=[C:14]2[CH2:13]1)=[O:11]. The yield is 0.990. (5) The catalyst is CO. The yield is 0.940. The reactants are C([O:3][C:4](=[O:30])[C:5]1[C:10]([NH:11][C:12]2[C:21]3[CH2:20][CH2:19][CH2:18][CH2:17][C:16]=3[N:15]=[C:14]([C:22]3[CH:27]=[C:26]([Cl:28])[CH:25]=[CH:24][C:23]=3[F:29])[N:13]=2)=[CH:9][CH:8]=[N:7][CH:6]=1)C.[OH-].[Na+]. The product is [Cl:28][C:26]1[CH:25]=[CH:24][C:23]([F:29])=[C:22]([C:14]2[N:13]=[C:12]([NH:11][C:10]3[C:5]([C:4]([OH:30])=[O:3])=[CH:6][N:7]=[CH:8][CH:9]=3)[C:21]3[CH2:20][CH2:19][CH2:18][CH2:17][C:16]=3[N:15]=2)[CH:27]=1. (6) The reactants are [CH3:1][O:2][C:3](=[O:21])[C:4]1[CH:9]=[CH:8][C:7]([O:10][C:11]2[C:16]([CH3:17])=[CH:15][C:14]([N+:18]([O-])=O)=[CH:13][N:12]=2)=[CH:6][CH:5]=1.C(O)(=O)C. The catalyst is CO.[Zn]. The product is [NH2:18][C:14]1[CH:15]=[C:16]([CH3:17])[C:11]([O:10][C:7]2[CH:6]=[CH:5][C:4]([C:3]([O:2][CH3:1])=[O:21])=[CH:9][CH:8]=2)=[N:12][CH:13]=1. The yield is 0.900. (7) The reactants are [ClH:1].C(OCC)(=O)C.[F:8][C:9]1[CH:10]=[C:11]([NH:22][C:23]([C@H:25]2[C:34]3[C:29](=[CH:30][C:31]([O:35][CH2:36][CH3:37])=[CH:32][CH:33]=3)[CH2:28][CH2:27][N:26]2C(OC(C)(C)C)=O)=[O:24])[CH:12]=[C:13]([F:21])[C:14]=1[C:15]([CH3:20])([CH3:19])[CH2:16][O:17][CH3:18]. The catalyst is C(OCC)(=O)C. The product is [ClH:1].[F:8][C:9]1[CH:10]=[C:11]([NH:22][C:23]([C@H:25]2[C:34]3[C:29](=[CH:30][C:31]([O:35][CH2:36][CH3:37])=[CH:32][CH:33]=3)[CH2:28][CH2:27][NH:26]2)=[O:24])[CH:12]=[C:13]([F:21])[C:14]=1[C:15]([CH3:19])([CH3:20])[CH2:16][O:17][CH3:18]. The yield is 1.02. (8) The reactants are C[Si]([N:5]=[C:6]=[O:7])(C)C.[Cl:8][C:9]1[C:14]([S:15][CH3:16])=[C:13]([N:17]2[CH2:22][CH2:21][O:20][CH2:19][CH2:18]2)[N:12]=[C:11]([C:23]2[CH:28]=[CH:27][C:26]([NH2:29])=[CH:25][CH:24]=2)[N:10]=1. The catalyst is C1COCC1. The product is [Cl:8][C:9]1[C:14]([S:15][CH3:16])=[C:13]([N:17]2[CH2:22][CH2:21][O:20][CH2:19][CH2:18]2)[N:12]=[C:11]([C:23]2[CH:28]=[CH:27][C:26]([NH:29][C:6]([NH2:5])=[O:7])=[CH:25][CH:24]=2)[N:10]=1. The yield is 0.312. (9) The reactants are [Br:1][C:2]1[CH:3]=[C:4]([S:9]([CH2:12][C:13]2[CH:18]=[CH:17][C:16]([C:19]([O:28][CH2:29][C:30]3[C:35]([F:36])=[CH:34][CH:33]=[CH:32][C:31]=3[F:37])([C:24]([F:27])([F:26])[F:25])[C:20]([F:23])([F:22])[F:21])=[CH:15][CH:14]=2)(=[O:11])=[O:10])[CH:5]=[CH:6][C:7]=1[F:8].[CH3:38]N(C)CN(C)C.C(OC(=O)C)(=O)C. The catalyst is CN(C)C=O. The product is [Br:1][C:2]1[CH:3]=[C:4]([S:9]([C:12]([C:13]2[CH:18]=[CH:17][C:16]([C:19]([O:28][CH2:29][C:30]3[C:31]([F:37])=[CH:32][CH:33]=[CH:34][C:35]=3[F:36])([C:24]([F:25])([F:26])[F:27])[C:20]([F:23])([F:21])[F:22])=[CH:15][CH:14]=2)=[CH2:38])(=[O:10])=[O:11])[CH:5]=[CH:6][C:7]=1[F:8]. The yield is 0.700.